From a dataset of Catalyst prediction with 721,799 reactions and 888 catalyst types from USPTO. Predict which catalyst facilitates the given reaction. (1) Reactant: [F:1][C:2]1[CH:7]=[CH:6][C:5]([F:8])=[CH:4][C:3]=1[C:9]1[N:13]=[C:12]([C@H:14]([N:19]([CH2:27][C@H:28]2[C@@H:32]([F:33])[CH2:31][N:30](C(OCC3C=CC=CC=3)=O)[CH2:29]2)[C:20]([C@@H:22]2[CH2:26][CH2:25][CH2:24][O:23]2)=[O:21])[C:15]([CH3:18])([CH3:17])[CH3:16])[N:11]([CH2:44][C:45]2[CH:50]=[CH:49][CH:48]=[C:47]([F:51])[CH:46]=2)[N:10]=1. Product: [F:1][C:2]1[CH:7]=[CH:6][C:5]([F:8])=[CH:4][C:3]=1[C:9]1[N:13]=[C:12]([C@H:14]([N:19]([CH2:27][C@H:28]2[C@@H:32]([F:33])[CH2:31][NH:30][CH2:29]2)[C:20]([C@@H:22]2[CH2:26][CH2:25][CH2:24][O:23]2)=[O:21])[C:15]([CH3:16])([CH3:18])[CH3:17])[N:11]([CH2:44][C:45]2[CH:50]=[CH:49][CH:48]=[C:47]([F:51])[CH:46]=2)[N:10]=1. The catalyst class is: 99. (2) Reactant: C[O:2][C:3](=[O:27])[C:4]1[CH:9]=[CH:8][C:7]([CH:10]2[CH2:15][CH2:14][N:13]([C:16]([C:18]3[O:19][CH:20]=[CH:21][CH:22]=3)=[O:17])[CH2:12][CH2:11]2)=[C:6]([C:23]([F:26])([F:25])[F:24])[CH:5]=1.O.[OH-].[Li+]. Product: [O:19]1[CH:20]=[CH:21][CH:22]=[C:18]1[C:16]([N:13]1[CH2:14][CH2:15][CH:10]([C:7]2[CH:8]=[CH:9][C:4]([C:3]([OH:27])=[O:2])=[CH:5][C:6]=2[C:23]([F:26])([F:24])[F:25])[CH2:11][CH2:12]1)=[O:17]. The catalyst class is: 30. (3) Product: [CH3:1][O:2][C:3]1[CH:4]=[CH:5][C:6]([CH:9]([CH:11]2[CH2:12][N:13]([C:15]3[N:16]4[C:20]([N:21]=[C:22]5[CH2:28][CH2:27][NH:26][CH2:25][CH2:24][C:23]=35)=[CH:19][CH:18]=[N:17]4)[CH2:14]2)[OH:10])=[CH:7][CH:8]=1. Reactant: [CH3:1][O:2][C:3]1[CH:8]=[CH:7][C:6]([C:9]([CH:11]2[CH2:14][N:13]([C:15]3[N:16]4[C:20]([N:21]=[C:22]5[CH2:28][CH2:27][NH:26][CH2:25][CH2:24][C:23]=35)=[CH:19][CH:18]=[N:17]4)[CH2:12]2)=[O:10])=[CH:5][CH:4]=1.[BH4-].[Na+]. The catalyst class is: 430. (4) Reactant: [CH2:1]([O:8][C:9]1[CH:10]=[N:11][C:12](N)=[N:13][CH:14]=1)[C:2]1[CH:7]=[CH:6][CH:5]=[CH:4][CH:3]=1.O([C:24]([O:26][C:27]([CH3:30])([CH3:29])[CH3:28])=[O:25])[C:24]([O:26][C:27]([CH3:30])([CH3:29])[CH3:28])=[O:25]. Product: [CH3:28][C:27]([O:26][C:24]([C:12]1[N:13]([C:24]([O:26][C:27]([CH3:28])([CH3:29])[CH3:30])=[O:25])[CH:14]([C:24]([OH:26])=[O:25])[C:9]([O:8][CH2:1][C:2]2[CH:3]=[CH:4][CH:5]=[CH:6][CH:7]=2)=[CH:10][N:11]=1)=[O:25])([CH3:30])[CH3:29]. The catalyst class is: 64. (5) Reactant: [F:1][C:2]1[CH:3]=[C:4]([NH:28][CH:29]2[CH2:32][N:31](C(OC(C)(C)C)=O)[CH2:30]2)[CH:5]=[C:6]([F:27])[C:7]=1[C@@H:8]1[C:13]2[NH:14][C:15]3[C:20]([C:12]=2[CH2:11][C@@H:10]([CH3:21])[N:9]1[CH2:22][C:23]([F:26])([F:25])[F:24])=[CH:19][CH:18]=[CH:17][CH:16]=3.S(=O)(=O)(O)O.C([O-])(O)=O.[Na+]. Product: [F:1][C:2]1[CH:3]=[C:4]([NH:28][CH:29]2[CH2:30][NH:31][CH2:32]2)[CH:5]=[C:6]([F:27])[C:7]=1[C@@H:8]1[C:13]2[NH:14][C:15]3[C:20]([C:12]=2[CH2:11][C@@H:10]([CH3:21])[N:9]1[CH2:22][C:23]([F:25])([F:26])[F:24])=[CH:19][CH:18]=[CH:17][CH:16]=3. The catalyst class is: 12. (6) Reactant: [C:1]1(=[O:10])[C:9]2[C:4](=[CH:5][CH:6]=[CH:7][CH:8]=2)[CH2:3][CH2:2]1.[N+:11]([O-])([O-:13])=[O:12].[K+].[N+](C1C=CC=C2C=1CCC2=O)([O-])=O. Product: [N+:11]([C:7]1[CH:8]=[C:9]2[C:4]([CH2:3][CH2:2][C:1]2=[O:10])=[CH:5][CH:6]=1)([O-:13])=[O:12]. The catalyst class is: 82.